Dataset: Reaction yield outcomes from USPTO patents with 853,638 reactions. Task: Predict the reaction yield, written as a fraction of the theoretical maximum amount of product (1.0 means a 100% yield; for example, 0.34 means a 34% yield). The reactants are [C:1]([Cl:4])(=O)C.Cl.[Cl:6][C:7]1[CH:15]=[C:14]([F:16])[C:13]([NH:17][NH2:18])=[CH:12][C:8]=1[C:9]([OH:11])=[O:10]. The catalyst is CO. The product is [ClH:4].[Cl:6][C:7]1[CH:15]=[C:14]([F:16])[C:13]([NH:17][NH2:18])=[CH:12][C:8]=1[C:9]([O:11][CH3:1])=[O:10]. The yield is 1.00.